Dataset: Full USPTO retrosynthesis dataset with 1.9M reactions from patents (1976-2016). Task: Predict the reactants needed to synthesize the given product. (1) Given the product [CH3:1][S:2]([O:6][CH2:7][CH2:8][O:9][C:10]1[C:15]([CH3:16])=[CH:14][C:13]([C:17]2[CH:22]=[CH:21][C:20]([C:23]([O:25][CH2:26][CH3:27])=[O:24])=[CH:19][CH:18]=2)=[CH:12][C:11]=1[CH3:28])(=[O:4])=[O:3], predict the reactants needed to synthesize it. The reactants are: [CH3:1][S:2](Cl)(=[O:4])=[O:3].[OH:6][CH2:7][CH2:8][O:9][C:10]1[C:15]([CH3:16])=[CH:14][C:13]([C:17]2[CH:22]=[CH:21][C:20]([C:23]([O:25][CH2:26][CH3:27])=[O:24])=[CH:19][CH:18]=2)=[CH:12][C:11]=1[CH3:28].C(N(CC)CC)C.O. (2) Given the product [CH3:33][C@H:34]([CH:38]=[CH2:39])[C:35]([NH:1][C:2]1[CH:3]=[N:4][N:5]([CH2:25][O:26][CH2:27][CH2:28][Si:29]([CH3:31])([CH3:32])[CH3:30])[C:6]=1[C:7]1[CH:8]=[C:9]([C@@H:13]([NH:17][C:18](=[O:24])[O:19][C:20]([CH3:21])([CH3:22])[CH3:23])[CH2:14][CH:15]=[CH2:16])[CH:10]=[CH:11][CH:12]=1)=[O:36], predict the reactants needed to synthesize it. The reactants are: [NH2:1][C:2]1[CH:3]=[N:4][N:5]([CH2:25][O:26][CH2:27][CH2:28][Si:29]([CH3:32])([CH3:31])[CH3:30])[C:6]=1[C:7]1[CH:8]=[C:9]([C@@H:13]([NH:17][C:18](=[O:24])[O:19][C:20]([CH3:23])([CH3:22])[CH3:21])[CH2:14][CH:15]=[CH2:16])[CH:10]=[CH:11][CH:12]=1.[CH3:33][C@H:34]([CH:38]=[CH2:39])[C:35](O)=[O:36].N1C=CC=CC=1.C(P1(=O)OP(CCC)(=O)OP(CCC)(=O)O1)CC. (3) Given the product [CH3:12][C:11]1[C:5]2[N:4]3[CH:36]=[N:2][N:1]=[C:3]3[CH:8]=[N:7][C:6]=2[N:9]([CH2:25][O:26][CH2:27][CH2:28][Si:29]([CH3:30])([CH3:32])[CH3:31])[C:10]=1[C:13]1[CH:18]=[CH:17][C:16]([C:19]2([CH3:24])[O:20][CH2:21][CH2:22][O:23]2)=[CH:15][CH:14]=1, predict the reactants needed to synthesize it. The reactants are: [NH:1]([C:3]1[N:4]=[C:5]2[C:11]([CH3:12])=[C:10]([C:13]3[CH:18]=[CH:17][C:16]([C:19]4([CH3:24])[O:23][CH2:22][CH2:21][O:20]4)=[CH:15][CH:14]=3)[N:9]([CH2:25][O:26][CH2:27][CH2:28][Si:29]([CH3:32])([CH3:31])[CH3:30])[C:6]2=[N:7][CH:8]=1)[NH2:2].O.NN.[CH:36](OCC)(OCC)OCC. (4) Given the product [CH2:10]([N:1]1[CH:5]=[CH:4][N:3]=[C:2]1[CH:6]=[O:7])[CH2:11][CH3:12], predict the reactants needed to synthesize it. The reactants are: [NH:1]1[CH:5]=[CH:4][N:3]=[C:2]1[CH:6]=[O:7].CN1C[CH2:12][CH2:11][C:10]1=O.BrCCC.C(=O)([O-])[O-].[K+].[K+]. (5) Given the product [Cl:1][C:2]1[C:7]([CH3:8])=[CH:6][CH:5]=[C:4]([F:9])[C:3]=1[CH2:10][C:11]1[NH:15][CH2:14][CH2:13][N:12]=1, predict the reactants needed to synthesize it. The reactants are: [Cl:1][C:2]1[C:7]([CH3:8])=[CH:6][CH:5]=[C:4]([F:9])[C:3]=1[CH2:10][C:11]#[N:12].[CH2:13](N)[CH2:14][NH2:15]. (6) The reactants are: [F:1][C:2]1[C:7]([F:8])=[CH:6][CH:5]=[CH:4][C:3]=1[C:9]1[N:17]=[C:12]2[CH:13]=[N:14][NH:15][CH:16]=[C:11]2[N:10]=1.Cl[CH2:19][C:20]1[O:24][N:23]=[C:22]([C:25]2[CH:30]=[CH:29][C:28]([O:31][CH3:32])=[CH:27][C:26]=2[CH3:33])[CH:21]=1. Given the product [F:1][C:2]1[C:7]([F:8])=[CH:6][CH:5]=[CH:4][C:3]=1[C:9]1[N:17]=[C:12]2[CH:13]=[N:14][N:15]([CH2:19][C:20]3[O:24][N:23]=[C:22]([C:25]4[CH:30]=[CH:29][C:28]([O:31][CH3:32])=[CH:27][C:26]=4[CH3:33])[CH:21]=3)[CH:16]=[C:11]2[N:10]=1, predict the reactants needed to synthesize it.